Dataset: Reaction yield outcomes from USPTO patents with 853,638 reactions. Task: Predict the reaction yield, written as a fraction of the theoretical maximum amount of product (1.0 means a 100% yield; for example, 0.34 means a 34% yield). (1) The reactants are [F:1][C:2]1[CH:7]=[CH:6][C:5]([CH:8]([OH:42])[CH2:9][N:10]2[C:15](=[O:16])[C:14]([CH2:17][C:18]3[CH:23]=[CH:22][C:21]([C:24]4[CH:29]=[CH:28][CH:27]=[CH:26][C:25]=4[C:30]4[NH:34][C:33](=[O:35])[O:32][N:31]=4)=[CH:20][CH:19]=3)=[C:13]([CH2:36][CH2:37][CH3:38])[N:12]3[N:39]=[CH:40][N:41]=[C:11]23)=[CH:4][CH:3]=1.CC(OI1(OC(C)=O)(OC(C)=O)OC(=O)C2C=CC=CC1=2)=O.C(=O)([O-])O.[Na+].S([O-])([O-])(=O)=S.[Na+].[Na+]. The catalyst is C(#N)C. The product is [F:1][C:2]1[CH:3]=[CH:4][C:5]([C:8](=[O:42])[CH2:9][N:10]2[C:15](=[O:16])[C:14]([CH2:17][C:18]3[CH:19]=[CH:20][C:21]([C:24]4[CH:29]=[CH:28][CH:27]=[CH:26][C:25]=4[C:30]4[NH:34][C:33](=[O:35])[O:32][N:31]=4)=[CH:22][CH:23]=3)=[C:13]([CH2:36][CH2:37][CH3:38])[N:12]3[N:39]=[CH:40][N:41]=[C:11]23)=[CH:6][CH:7]=1. The yield is 0.650. (2) The reactants are C1(C)C=C(C)C=C(C)C=1C[C:10](O)=[S:11].C(N([CH:20]([CH3:22])[CH3:21])CC)(C)C.N[N:24]([CH:32]=[NH:33])[C:25](=[O:31])[O:26][C:27]([CH3:30])([CH3:29])[CH3:28].[OH2:34].ON1C2[CH:41]=[CH:42][CH:43]=[CH:44][C:39]=2N=N1.F[P-](F)(F)(F)(F)F.N1(OC(N(C)C)=[N+](C)C)C2C=CC=[CH:60][C:55]=2N=N1.C[N:70](C)C=O. The catalyst is C(OCC)(=O)C. The product is [NH:70]=[C:32]([NH:24][C:25](=[O:31])[O:26][C:27]([CH3:30])([CH3:29])[CH3:28])[NH:33][C:55](=[O:34])[CH2:60][S:11][C:10]1[C:44]([CH3:39])=[CH:43][C:42]([CH3:41])=[CH:22][C:20]=1[CH3:21]. The yield is 1.00.